Dataset: Full USPTO retrosynthesis dataset with 1.9M reactions from patents (1976-2016). Task: Predict the reactants needed to synthesize the given product. (1) The reactants are: [ClH:1].C(OC([NH:9][CH:10]1[CH2:13][N:12]([C:14]2[N:19]=[CH:18][C:17]([C:20]([O:22][CH2:23][CH3:24])=[O:21])=[CH:16][N:15]=2)[CH2:11]1)=O)(C)(C)C. Given the product [ClH:1].[NH2:9][CH:10]1[CH2:11][N:12]([C:14]2[N:19]=[CH:18][C:17]([C:20]([O:22][CH2:23][CH3:24])=[O:21])=[CH:16][N:15]=2)[CH2:13]1, predict the reactants needed to synthesize it. (2) Given the product [C:1]1([C:7]2[N:12]=[CH:11][C:10]([C:13]3[NH:36][N:35]=[C:16]([C:17]4[CH:18]=[N:19][CH:20]=[CH:21][CH:22]=4)[CH:14]=3)=[CH:9][N:8]=2)[CH:6]=[CH:5][CH:4]=[CH:3][CH:2]=1, predict the reactants needed to synthesize it. The reactants are: [C:1]1([C:7]2[N:12]=[CH:11][C:10]([C:13](=O)[CH3:14])=[CH:9][N:8]=2)[CH:6]=[CH:5][CH:4]=[CH:3][CH:2]=1.[C:16](OC)(=O)[C:17]1[CH:22]=[CH:21][CH:20]=[N:19][CH:18]=1.CC(C)([O-])C.[K+].[H-].[Na+].O.[NH2:35][NH2:36]. (3) Given the product [Cl:18][C:19]1[CH:26]=[CH:25][C:22]([CH2:23][NH:24][C:13]([C:3]2[N:4]=[N:5][C:6]3[C:11]([C:2]=2[OH:1])=[CH:10][C:9]([I:12])=[CH:8][CH:7]=3)=[O:15])=[CH:21][CH:20]=1, predict the reactants needed to synthesize it. The reactants are: [OH:1][C:2]1[C:11]2[C:6](=[CH:7][CH:8]=[C:9]([I:12])[CH:10]=2)[N:5]=[N:4][C:3]=1[C:13]([O:15]CC)=O.[Cl:18][C:19]1[CH:26]=[CH:25][C:22]([CH2:23][NH2:24])=[CH:21][CH:20]=1. (4) Given the product [N:1]1([C:7]([N:9]2[CH2:14][CH:13]([C:15]3[CH:20]=[CH:19][C:18]([O:21][C:22]([F:23])([F:25])[F:24])=[CH:17][CH:16]=3)[CH2:12][CH:11]([C:26]3[O:27][N:39]=[C:31]([CH2:32][N:33]4[CH2:38][CH2:37][O:36][CH2:35][CH2:34]4)[N:30]=3)[CH2:10]2)=[O:8])[CH2:2][CH2:3][O:4][CH2:5][CH2:6]1, predict the reactants needed to synthesize it. The reactants are: [N:1]1([C:7]([N:9]2[CH2:14][CH:13]([C:15]3[CH:20]=[CH:19][C:18]([O:21][C:22]([F:25])([F:24])[F:23])=[CH:17][CH:16]=3)[CH2:12][CH:11]([C:26](O)=[O:27])[CH2:10]2)=[O:8])[CH2:6][CH2:5][O:4][CH2:3][CH2:2]1.O[N:30]=[C:31]([NH2:39])[CH2:32][N:33]1[CH2:38][CH2:37][O:36][CH2:35][CH2:34]1.